This data is from Reaction yield outcomes from USPTO patents with 853,638 reactions. The task is: Predict the reaction yield, written as a fraction of the theoretical maximum amount of product (1.0 means a 100% yield; for example, 0.34 means a 34% yield). (1) The reactants are [N:1]1[CH:6]=[CH:5][CH:4]=[CH:3][C:2]=1C(=O)CC(OCC)=O.Cl.[CH3:16][CH:17]1[NH:22][C:21]([NH2:23])=[N:20][CH2:19][CH2:18]1.[C:24](=[O:27])([O-])[O-].[K+].[K+].O.[CH2:31](O)[CH3:32]. No catalyst specified. The product is [CH3:16][CH:17]1[CH2:18][CH2:19][N:20]2[C:24](=[O:27])[CH:31]=[C:32]([C:4]3[CH:3]=[CH:2][N:1]=[CH:6][CH:5]=3)[N:23]=[C:21]2[NH:22]1. The yield is 0.510. (2) The reactants are [NH:1]1[CH2:4][CH:3]([C:5]2[N:16]([C@H:17]3[CH2:22][CH2:21][C@H:20]([CH2:23][C:24]#[N:25])[CH2:19][CH2:18]3)[C:8]3=[C:9]4[S:15][CH:14]=[CH:13][C:10]4=[N:11][CH:12]=[C:7]3[N:6]=2)[CH2:2]1.O1CCC[CH2:27]1.C=O.C(O[BH-](OC(=O)C)OC(=O)C)(=O)C.[Na+]. The catalyst is CO.C(#N)C. The product is [CH3:27][N:1]1[CH2:4][CH:3]([C:5]2[N:16]([C@H:17]3[CH2:18][CH2:19][C@H:20]([CH2:23][C:24]#[N:25])[CH2:21][CH2:22]3)[C:8]3=[C:9]4[S:15][CH:14]=[CH:13][C:10]4=[N:11][CH:12]=[C:7]3[N:6]=2)[CH2:2]1. The yield is 0.0600. (3) The reactants are Cl[C:2]1[CH:3]=[C:4]([NH:9][C:10]2[CH:15]=[CH:14][C:13]([N:16]3[CH2:21][CH2:20][N:19]([CH:22]4[CH2:25][O:24][CH2:23]4)[CH2:18][C@@H:17]3[CH3:26])=[CH:12][N:11]=2)[C:5](=[O:8])[NH:6][N:7]=1.[C:27]([O:30][CH2:31][C:32]1[C:33]([N:47]2[CH2:58][CH2:57][N:56]3[C:49](=[CH:50][C:51]4[CH2:52][C:53]([CH3:60])([CH3:59])[CH2:54][C:55]=43)[C:48]2=[O:61])=[N:34][CH:35]=[CH:36][C:37]=1B1OC(C)(C)C(C)(C)O1)(=[O:29])[CH3:28].[O-]P([O-])([O-])=O.[K+].[K+].[K+].C([O-])(=O)C.[Na+]. The catalyst is C1C=CC(P(C2C=CC=CC=2)[C-]2C=CC=C2)=CC=1.C1C=CC(P(C2C=CC=CC=2)[C-]2C=CC=C2)=CC=1.Cl[Pd]Cl.[Fe+2].C(#N)C.O. The product is [C:27]([O:30][CH2:31][C:32]1[C:33]([N:47]2[CH2:58][CH2:57][N:56]3[C:49](=[CH:50][C:51]4[CH2:52][C:53]([CH3:60])([CH3:59])[CH2:54][C:55]=43)[C:48]2=[O:61])=[N:34][CH:35]=[CH:36][C:37]=1[C:2]1[CH:3]=[C:4]([NH:9][C:10]2[CH:15]=[CH:14][C:13]([N:16]3[CH2:21][CH2:20][N:19]([CH:22]4[CH2:25][O:24][CH2:23]4)[CH2:18][C@@H:17]3[CH3:26])=[CH:12][N:11]=2)[C:5](=[O:8])[NH:6][N:7]=1)(=[O:29])[CH3:28]. The yield is 0.310.